This data is from Forward reaction prediction with 1.9M reactions from USPTO patents (1976-2016). The task is: Predict the product of the given reaction. (1) Given the reactants [N:1]1[CH:6]=[CH:5][CH:4]=[C:3]([CH:7]=[O:8])[CH:2]=1.[C:9]([O:13][C:14](=[O:35])[NH:15][CH:16]([C:27]1[CH:28]=[N:29][C:30]([O:33][CH3:34])=[CH:31][CH:32]=1)S(C1C=CC(C)=CC=1)(=O)=O)([CH3:12])([CH3:11])[CH3:10].C(N(CC)CC)C.O, predict the reaction product. The product is: [C:9]([O:13][C:14](=[O:35])[NH:15][CH:16]([C:27]1[CH:28]=[N:29][C:30]([O:33][CH3:34])=[CH:31][CH:32]=1)[C:7](=[O:8])[C:3]1[CH:2]=[N:1][CH:6]=[CH:5][CH:4]=1)([CH3:12])([CH3:11])[CH3:10]. (2) Given the reactants [CH2:1]([O:3][C:4]([N:6]1[CH2:13][CH:12]2[CH:8]([CH:9]([CH3:18])[C:10]3[C:16]([CH3:17])=[CH:15][S:14][C:11]=32)[CH2:7]1)=[O:5])[CH3:2].C(Cl)(Cl)[Cl:20], predict the reaction product. The product is: [CH2:1]([O:3][C:4]([N:6]1[CH2:13][CH:12]2[CH:8]([CH:9]([CH3:18])[C:10]3[C:16]([CH3:17])=[C:15]([Cl:20])[S:14][C:11]=32)[CH2:7]1)=[O:5])[CH3:2]. (3) The product is: [Cl:19][C:15]1[CH:16]=[C:17]2[C:12](=[C:13]([NH:20][CH:21]3[CH2:22][CH2:23][CH2:24][CH2:25]3)[CH:14]=1)[NH:11][C:10]([C:7]1[CH:6]=[CH:5][C:4]([CH2:3][OH:2])=[CH:9][CH:8]=1)=[CH:18]2. Given the reactants C[O:2][C:3](=O)[C:4]1[CH:9]=[CH:8][C:7]([C:10]2[NH:11][C:12]3[C:17]([CH:18]=2)=[CH:16][C:15]([Cl:19])=[CH:14][C:13]=3[NH:20][CH:21]2[CH2:25][CH2:24][CH2:23][CH2:22]2)=[CH:6][CH:5]=1.[BH4-].[Li+].[Cl-].[NH4+], predict the reaction product. (4) Given the reactants C1([C@H](C2C=CC=C(OC[C:17]3[CH:22]=[CH:21][C:20]([C:23]4[CH:28]=[C:27](OC)[CH:26]=[CH:25][C:24]=4F)=[C:19]([C@H:32](O)C(C)(C)C=C)[CH:18]=3)C=2)CC(O)=O)CC1.[CH3:39][O:40][C:41]1[CH:42]=[C:43](B(O)O)[CH:44]=[CH:45][CH:46]=1.[C:50](=[O:53])([O-])[O-:51].[K+].[K+].[CH3:56]N(C=O)C, predict the reaction product. The product is: [CH3:32][C:19]1([CH3:18])[C:20]([C:23]2[CH:24]=[C:25]([C:50]([O:51][CH3:56])=[O:53])[CH:26]=[CH:27][C:28]=2[C:43]2[CH:44]=[CH:45][CH:46]=[C:41]([O:40][CH3:39])[CH:42]=2)=[CH:21][CH2:22][CH2:17]1. (5) Given the reactants [F:1][C:2]1[CH:3]=[C:4]([CH:8](O)[CH:9]([CH2:13][C:14]2[CH:19]=[CH:18][C:17]([C:20]([F:23])([F:22])[F:21])=[CH:16][CH:15]=2)C(O)=O)[CH:5]=[CH:6][CH:7]=1.C1(P(N=[N+]=[N-])(C2C=CC=CC=2)=[O:32])C=CC=CC=1.C([N:44]([CH2:47]C)CC)C.[OH2:49], predict the reaction product. The product is: [F:1][C:2]1[CH:3]=[C:4]([CH:8]2[O:49][C:47](=[O:32])[NH:44][CH:9]2[CH2:13][C:14]2[CH:15]=[CH:16][C:17]([C:20]([F:21])([F:22])[F:23])=[CH:18][CH:19]=2)[CH:5]=[CH:6][CH:7]=1. (6) Given the reactants CO[C:3]([C:5]1[NH:6][N:7]=[C:8]([O:10][CH2:11][C:12]2[C:13]([C:18]3[CH:23]=[CH:22][C:21]([F:24])=[CH:20][CH:19]=3)=[N:14][O:15][C:16]=2[CH3:17])[CH:9]=1)=[O:4].[NH2:25][N:26]1[CH2:31][CH2:30][CH2:29][CH2:28][CH2:27]1, predict the reaction product. The product is: [N:26]1([NH:25][C:3]([C:5]2[NH:6][N:7]=[C:8]([O:10][CH2:11][C:12]3[C:13]([C:18]4[CH:19]=[CH:20][C:21]([F:24])=[CH:22][CH:23]=4)=[N:14][O:15][C:16]=3[CH3:17])[CH:9]=2)=[O:4])[CH2:31][CH2:30][CH2:29][CH2:28][CH2:27]1. (7) Given the reactants O.[C:2]([OH:6])(=[O:5])[CH:3]=O.[NH2:7][CH2:8][CH2:9][C:10]1[C:18]2[C:13](=[CH:14][CH:15]=[CH:16][CH:17]=2)[NH:12][CH:11]=1.Cl.[OH-].[K+], predict the reaction product. The product is: [CH:3]1([C:2]([OH:6])=[O:5])[C:11]2[NH:12][C:13]3[C:18](=[CH:17][CH:16]=[CH:15][CH:14]=3)[C:10]=2[CH2:9][CH2:8][NH:7]1. (8) Given the reactants [O:1]1[C:5]2[CH:6]=[CH:7][CH:8]=[CH:9][C:4]=2[C:3](=[O:10])[CH2:2]1.[C:11]([CH:15]=P(C1C=CC=CC=1)(C1C=CC=CC=1)C1C=CC=CC=1)(OC)=[O:12].[C:35]1(C)C=CC=CC=1, predict the reaction product. The product is: [C:11]([O:10][C:3]1[C:4]2[CH:9]=[CH:8][CH:7]=[CH:6][C:5]=2[O:1][C:2]=1[CH3:35])(=[O:12])[CH3:15]. (9) Given the reactants Br[C:2]1[CH:7]=[CH:6][C:5]([C:8]([F:11])([F:10])[F:9])=[CH:4][CH:3]=1.[CH:12]([C:14]1[CH:19]=[CH:18][C:17](B(O)O)=[CH:16][CH:15]=1)=[O:13].C(=O)([O-])[O-].[K+].[K+].O1CCCC1, predict the reaction product. The product is: [F:9][C:8]([F:11])([F:10])[C:5]1[CH:6]=[CH:7][C:2]([C:17]2[CH:18]=[CH:19][C:14]([CH:12]=[O:13])=[CH:15][CH:16]=2)=[CH:3][CH:4]=1. (10) Given the reactants [NH:1](C(OCC1C2C(=CC=CC=2)C2C1=CC=CC=2)=O)[C@H:2]([C:24]([NH:26][C:27]1[CH:36]=[C:35]2[C:30]([C:31]([CH3:38])=[CH:32][C:33](=[O:37])[O:34]2)=[CH:29][CH:28]=1)=[O:25])[CH2:3][S:4][C:5]([C:18]1[CH:23]=[CH:22][CH:21]=[CH:20][CH:19]=1)([C:12]1[CH:17]=[CH:16][CH:15]=[CH:14][CH:13]=1)[C:6]1[CH:11]=[CH:10][CH:9]=[CH:8][CH:7]=1.C(S)CCCCCCC.C1CCN2C(=NCCC2)CC1, predict the reaction product. The product is: [NH2:1][C@H:2]([C:24]([NH:26][C:27]1[CH:36]=[C:35]2[C:30]([C:31]([CH3:38])=[CH:32][C:33](=[O:37])[O:34]2)=[CH:29][CH:28]=1)=[O:25])[CH2:3][S:4][C:5]([C:18]1[CH:23]=[CH:22][CH:21]=[CH:20][CH:19]=1)([C:12]1[CH:17]=[CH:16][CH:15]=[CH:14][CH:13]=1)[C:6]1[CH:7]=[CH:8][CH:9]=[CH:10][CH:11]=1.